From a dataset of Drug-target binding data from BindingDB using IC50 measurements. Regression. Given a target protein amino acid sequence and a drug SMILES string, predict the binding affinity score between them. We predict pIC50 (pIC50 = -log10(IC50 in M); higher means more potent). Dataset: bindingdb_ic50. The compound is Cc1cc(-c2c[nH]c3ncnc(N4CCC[C@H](C)C4)c23)cnc1F. The pIC50 is 7.2. The target protein sequence is MASGSCQGCEEDEETLKKLIVRLNNVQEGKQIETLVQILEDLLVFTYSERASKLFQGKNIHVPLLIVLDSYMRVASVQQVGWSLLCKLIEVCPGTMQSLMGPQDVGNDWEVLGVHQLILKMLTVHNASVNLSVIGLKTLDLLLTSGKITLLILDEESDIFMLIFDAMHSFPANDEVQKLGCKALHVLFERVSEEQLTEFVENKDYMILLSALTNFKDEEEIVLHVLHCLHSLAIPCNNVEVLMSGNVRCYNIVVEAMKAFPMSERIQEVSCCLLHRLTLGNFFNILVLNEVHEFVVKAVQQYPENAALQISALSCLALLTETIFLNQDLEEKNENQENDDEGEEDKLFWLEACYKALTWHRKNKHVQEAACWALNNLLMYQNSLHEKIGDEDGHFPAHREVMLSMLMHSSSKEVFQASANALSTLLEQNVNFRKILLSKGIHLNVLELMQKHIHSPEVAESGCKMLNHLFEGSNTSLDIMAAVVPKILTVMKRHETSLPV....